This data is from Forward reaction prediction with 1.9M reactions from USPTO patents (1976-2016). The task is: Predict the product of the given reaction. (1) Given the reactants [CH:1]1([CH2:7][C:8](=O)[CH3:9])[CH2:6][CH2:5][CH2:4][CH2:3][CH2:2]1.C1CNC(=O)C1.Br[Br-]Br.C(=O)(O)[O-].[Na+].BrC(Br)=O.C([O:33][C:34](=[O:49])[CH2:35][CH2:36][N:37]([CH2:41][C:42]1[S:43][C:44]([CH2:47][CH3:48])=[CH:45][CH:46]=1)[C:38]([NH2:40])=[S:39])(C)(C)C, predict the reaction product. The product is: [CH:1]1([CH2:7][C:8]2[N:40]=[C:38]([N:37]([CH2:41][C:42]3[S:43][C:44]([CH2:47][CH3:48])=[CH:45][CH:46]=3)[CH2:36][CH2:35][C:34]([OH:49])=[O:33])[S:39][CH:9]=2)[CH2:6][CH2:5][CH2:4][CH2:3][CH2:2]1. (2) Given the reactants C1(S([N:10]2[C:14]3[N:15]=[CH:16][N:17]=[C:18]([N:19]4[CH2:24][CH2:23][CH2:22][CH2:21][CH2:20]4)[C:13]=3[C:12](Br)=[CH:11]2)(=O)=O)C=CC=CC=1.[C:26]1(B(O)O)[CH:31]=[CH:30][CH:29]=[CH:28][CH:27]=1.P([O-])([O-])([O-])=O.[K+].[K+].[K+], predict the reaction product. The product is: [C:26]1([C:12]2[C:13]3[C:18]([N:19]4[CH2:20][CH2:21][CH2:22][CH2:23][CH2:24]4)=[N:17][CH:16]=[N:15][C:14]=3[NH:10][CH:11]=2)[CH:31]=[CH:30][CH:29]=[CH:28][CH:27]=1. (3) Given the reactants [C:1]([O:4][CH2:5][CH2:6][N:7]([CH3:9])[CH3:8])(=[O:3])[CH3:2].[CH3:10][CH2:11][CH2:12][CH2:13][CH2:14]C.[CH2:16]([O:22][CH2:23]Cl)[CH2:17][CH2:18][CH2:19][CH2:20][CH3:21], predict the reaction product. The product is: [C:1]([O-:4])(=[O:3])[C:2]1[CH:14]=[CH:13][CH:12]=[CH:11][CH:10]=1.[C:1]([O:4][CH2:5][CH2:6][N+:7]([CH2:23][O:22][CH2:16][CH2:17][CH2:18][CH2:19][CH2:20][CH2:21][CH3:10])([CH3:9])[CH3:8])(=[O:3])[CH3:2]. (4) Given the reactants [C:1]1(=O)[CH2:6][CH2:5][CH2:4][CH2:3][CH2:2]1.[NH:8]([C:10]1[CH:11]=[C:12]([CH:16]=[CH:17][CH:18]=1)[C:13]([OH:15])=[O:14])N, predict the reaction product. The product is: [CH2:5]1[C:6]2[NH:8][C:10]3[C:18](=[CH:17][CH:16]=[C:12]([C:13]([OH:15])=[O:14])[CH:11]=3)[C:1]=2[CH2:2][CH2:3][CH2:4]1.